This data is from Reaction yield outcomes from USPTO patents with 853,638 reactions. The task is: Predict the reaction yield, written as a fraction of the theoretical maximum amount of product (1.0 means a 100% yield; for example, 0.34 means a 34% yield). (1) The reactants are [Cl:1][C:2]1[CH:8]=[C:7]([O:9][C:10]2[C:19]3[C:14](=[CH:15][C:16]([O:22][CH3:23])=[C:17]([O:20][CH3:21])[CH:18]=3)[N:13]=[CH:12][N:11]=2)[CH:6]=[CH:5][C:3]=1[NH2:4].Cl[C:25](Cl)([O:27][C:28](=[O:34])OC(Cl)(Cl)Cl)Cl.[CH:36]1(O)[CH2:40]C[CH2:38][CH2:37]1.C(=O)(O)[O-].[Na+]. The catalyst is C(Cl)Cl.C(N(CC)CC)C.C1(C)C=CC=CC=1. The product is [Cl:1][C:2]1[CH:8]=[C:7]([O:9][C:10]2[C:19]3[C:14](=[CH:15][C:16]([O:22][CH3:23])=[C:17]([O:20][CH3:21])[CH:18]=3)[N:13]=[CH:12][N:11]=2)[CH:6]=[CH:5][C:3]=1[NH:4][C:28](=[O:34])[O:27][CH:25]1[CH2:38][CH2:37][CH2:36][CH2:40]1. The yield is 0.800. (2) No catalyst specified. The product is [Cl:17][C:18]1[CH:19]=[CH:20][C:21]([O:22][CH2:23][C:24]2[CH:25]=[C:26]([CH:29]=[CH:30][CH:31]=2)[CH2:27][NH:28][C:4]2[C:5](=[O:16])[C:6](=[O:15])[C:7]=2[NH:8][C:9]2[CH:10]=[CH:11][N:12]=[CH:13][CH:14]=2)=[CH:32][CH:33]=1. The yield is 0.630. The reactants are C(O[C:4]1[C:5](=[O:16])[C:6](=[O:15])[C:7]=1[NH:8][C:9]1[CH:14]=[CH:13][N:12]=[CH:11][CH:10]=1)C.[Cl:17][C:18]1[CH:33]=[CH:32][C:21]([O:22][CH2:23][C:24]2[CH:25]=[C:26]([CH:29]=[CH:30][CH:31]=2)[CH2:27][NH2:28])=[CH:20][CH:19]=1. (3) The reactants are Cl[C:2]1[C:11]2[C:6](=[CH:7][CH:8]=[CH:9][CH:10]=2)[C:5]([O:12][CH:13]2[CH2:15][CH2:14]2)=[CH:4][N:3]=1.[F-:16].[Cs+]. The catalyst is CS(C)=O.O. The product is [F:16][C:2]1[C:11]2[C:6](=[CH:7][CH:8]=[CH:9][CH:10]=2)[C:5]([O:12][CH:13]2[CH2:15][CH2:14]2)=[CH:4][N:3]=1. The yield is 0.376. (4) The reactants are [NH2:1][C@@H:2]([CH3:21])[CH2:3][O:4][C:5]1[CH:20]=[CH:19][C:8]([C:9]([O:11][CH2:12][C:13]2[CH:18]=[CH:17][CH:16]=[CH:15][CH:14]=2)=[O:10])=[CH:7][CH:6]=1.[N+:22]([C:25]1[CH:32]=[CH:31][CH:30]=[CH:29][C:26]=1[CH:27]=O)([O-:24])=[O:23].[BH3-]C#N.[Na+]. The catalyst is CO.CC(O)=O. The product is [N+:22]([C:25]1[CH:32]=[CH:31][CH:30]=[CH:29][C:26]=1[CH2:27][NH:1][C@@H:2]([CH3:21])[CH2:3][O:4][C:5]1[CH:20]=[CH:19][C:8]([C:9]([O:11][CH2:12][C:13]2[CH:14]=[CH:15][CH:16]=[CH:17][CH:18]=2)=[O:10])=[CH:7][CH:6]=1)([O-:24])=[O:23]. The yield is 0.420. (5) The reactants are Cl[C:2]1[CH:3]=[C:4]([C:13]2[C:25]3[C:24]4[CH2:23][CH2:22][CH2:21][CH2:20][C:19]=4[N:18]([CH:26]4[CH2:28][CH2:27]4)[C:17]=3[N:16]=[C:15]([CH3:29])[C:14]=2[C:30](OCC)=[O:31])[C:5]([CH3:12])=[C:6]2[C:11]=1[O:10][CH2:9][CH2:8][CH2:7]2.[H-].[H-].[H-].[H-].[Li+].[Al+3].ClCl.[OH-].[Na+].C1C=C[NH+]=CC=1.[O-][Cr](Cl)(=O)=O. The catalyst is O1CCCC1.ClCCl.O. The product is [CH:26]1([N:18]2[C:19]3[CH2:20][CH2:21][CH2:22][CH2:23][C:24]=3[C:25]3[C:13]([C:4]4[C:5]([CH3:12])=[C:6]5[C:11](=[CH:2][CH:3]=4)[O:10][CH2:9][CH2:8][CH2:7]5)=[C:14]([CH:30]=[O:31])[C:15]([CH3:29])=[N:16][C:17]2=3)[CH2:27][CH2:28]1. The yield is 0.387. (6) The reactants are C(O)(C(F)(F)F)=O.[CH3:8][C:9]1([CH3:30])[CH2:15][O:14][C:13]2[CH:16]=[C:17](/[CH:20]=[CH:21]/[C:22]([O:24]C(C)(C)C)=[O:23])[CH:18]=[N:19][C:12]=2[NH:11][C:10]1=[O:29]. The catalyst is C(Cl)Cl. The product is [CH3:8][C:9]1([CH3:30])[CH2:15][O:14][C:13]2[CH:16]=[C:17](/[CH:20]=[CH:21]/[C:22]([OH:24])=[O:23])[CH:18]=[N:19][C:12]=2[NH:11][C:10]1=[O:29]. The yield is 0.660. (7) The catalyst is COCCOC.C1C=CC([P]([Pd]([P](C2C=CC=CC=2)(C2C=CC=CC=2)C2C=CC=CC=2)([P](C2C=CC=CC=2)(C2C=CC=CC=2)C2C=CC=CC=2)[P](C2C=CC=CC=2)(C2C=CC=CC=2)C2C=CC=CC=2)(C2C=CC=CC=2)C2C=CC=CC=2)=CC=1. The product is [C:33]([C:37]1[CH:42]=[CH:41][C:40]([C:2]2[C:10]3[C:5](=[CH:6][CH:7]=[CH:8][CH:9]=3)[N:4]([CH2:11][C:12]3[CH:13]=[C:14]([C:18]4[CH:23]=[CH:22][C:21]([C:24]([O:26][CH3:27])=[O:25])=[CH:20][CH:19]=4)[CH:15]=[CH:16][CH:17]=3)[C:3]=2[C:28]([O:30][CH2:31][CH3:32])=[O:29])=[CH:39][CH:38]=1)([CH3:36])([CH3:35])[CH3:34]. The reactants are Br[C:2]1[C:10]2[C:5](=[CH:6][CH:7]=[CH:8][CH:9]=2)[N:4]([CH2:11][C:12]2[CH:13]=[C:14]([C:18]3[CH:23]=[CH:22][C:21]([C:24]([O:26][CH3:27])=[O:25])=[CH:20][CH:19]=3)[CH:15]=[CH:16][CH:17]=2)[C:3]=1[C:28]([O:30][CH2:31][CH3:32])=[O:29].[C:33]([C:37]1[CH:42]=[CH:41][C:40](B(O)O)=[CH:39][CH:38]=1)([CH3:36])([CH3:35])[CH3:34].C([O-])([O-])=O.[Na+].[Na+].CCOC(C)=O. The yield is 0.770.